From a dataset of Reaction yield outcomes from USPTO patents with 853,638 reactions. Predict the reaction yield, written as a fraction of the theoretical maximum amount of product (1.0 means a 100% yield; for example, 0.34 means a 34% yield). (1) The reactants are [F:1][C:2]1[C:3]([C:13]([O:15][CH3:16])=[O:14])=[CH:4][NH:5][C:6]=1[C:7]1[CH:12]=[CH:11][CH:10]=[CH:9][CH:8]=1.[H-].[Na+].C1OCCOCCOCCOCCOC1.Cl.[N:35]1[CH:40]=[CH:39][CH:38]=[C:37]([S:41](Cl)(=[O:43])=[O:42])[CH:36]=1. The catalyst is O1CCCC1.O. The product is [F:1][C:2]1[C:3]([C:13]([O:15][CH3:16])=[O:14])=[CH:4][N:5]([S:41]([C:37]2[CH:36]=[N:35][CH:40]=[CH:39][CH:38]=2)(=[O:43])=[O:42])[C:6]=1[C:7]1[CH:12]=[CH:11][CH:10]=[CH:9][CH:8]=1. The yield is 0.730. (2) The reactants are [Cl:1][C:2]1[CH:7]=[CH:6][C:5]([Cl:8])=[CH:4][C:3]=1[C:9]1[O:13][N:12]=[CH:11][C:10]=1[C:14](OCC)=[O:15].[H-].C([Al+]CC(C)C)C(C)C.Cl. The catalyst is O1CCCC1. The product is [Cl:1][C:2]1[CH:7]=[CH:6][C:5]([Cl:8])=[CH:4][C:3]=1[C:9]1[O:13][N:12]=[CH:11][C:10]=1[CH2:14][OH:15]. The yield is 0.710. (3) The catalyst is C(O)CC. The reactants are [Cl:1][C:2]1[CH:3]=[C:4]([CH:9]=[CH:10][CH:11]=1)[C:5]([NH:7][OH:8])=[NH:6].CC(C)([O-])C.[K+].C(O[C:21](=O)[CH:22]([CH3:38])[CH2:23][C:24]1[N:28]([CH:29]2[CH2:31][CH2:30]2)[C:27]([C:32]2[CH:37]=[CH:36][N:35]=[CH:34][CH:33]=2)=[N:26][N:25]=1)C. The product is [Cl:1][C:2]1[CH:3]=[C:4]([C:5]2[N:6]=[C:21]([CH:22]([CH3:38])[CH2:23][C:24]3[N:28]([CH:29]4[CH2:31][CH2:30]4)[C:27]([C:32]4[CH:33]=[CH:34][N:35]=[CH:36][CH:37]=4)=[N:26][N:25]=3)[O:8][N:7]=2)[CH:9]=[CH:10][CH:11]=1. The yield is 0.590. (4) The reactants are C[N:2]1[CH2:8][CH:7]=[C:6](C2C=CC(C)=CC=2)[C:5]2[CH:16]=[CH:17][C:18](N3CCN(C4N=CC=CN=4)CC3)=[CH:19][C:4]=2[CH2:3]1. The catalyst is C(O)C.[OH-].[Pd+2].[OH-]. The product is [NH:2]1[C:3]2[CH:4]=[CH:19][CH:18]=[CH:17][C:16]=2[CH:5]=[CH:6][CH:7]=[CH:8]1. The yield is 0.420. (5) The reactants are C(N(CC)CC)C.[CH3:8][C@:9]12[C:15]([CH3:17])([CH3:16])[C@H:12]([CH2:13][CH2:14]1)[CH:11]([C:18](Cl)=[O:19])[C:10]2=O.C(O[C:27]([N:29](C)[NH:30][C:31]1[CH:36]=[CH:35][C:34]([C:37]([F:40])([F:39])[F:38])=[CH:33][C:32]=1[C:41]([F:44])([F:43])[F:42])=O)(C)(C)C.Cl.O1CCOCC1. The catalyst is ClCCCl.O. The product is [F:42][C:41]([F:43])([F:44])[C:32]1[CH:33]=[C:34]([C:37]([F:40])([F:39])[F:38])[CH:35]=[CH:36][C:31]=1[N:30]1[C:18](=[O:19])[C:11]2[C@@H:12]3[C:15]([CH3:17])([CH3:16])[C@@:9]([CH3:8])([CH2:14][CH2:13]3)[C:10]=2[N:29]1[CH3:27]. The yield is 0.660. (6) The reactants are Br[C:2]1[CH:3]=[N:4][CH:5]=[C:6]([O:8][CH3:9])[CH:7]=1.[C:10]([C:12]1[CH:17]=[CH:16][C:15](B(O)O)=[CH:14][CH:13]=1)#[N:11].[Cl-].[Li+].C(=O)([O-])[O-].[Na+].[Na+]. The catalyst is C1C=CC([P]([Pd]([P](C2C=CC=CC=2)(C2C=CC=CC=2)C2C=CC=CC=2)([P](C2C=CC=CC=2)(C2C=CC=CC=2)C2C=CC=CC=2)[P](C2C=CC=CC=2)(C2C=CC=CC=2)C2C=CC=CC=2)(C2C=CC=CC=2)C2C=CC=CC=2)=CC=1.C(OCC)(=O)C.O.CO.C1(C)C=CC=CC=1. The product is [CH3:9][O:8][C:6]1[CH:7]=[C:2]([C:15]2[CH:16]=[CH:17][C:12]([C:10]#[N:11])=[CH:13][CH:14]=2)[CH:3]=[N:4][CH:5]=1. The yield is 0.890. (7) The reactants are [C:1]([O:5][C:6]([N:8]1[CH2:13][CH2:12][N:11]([C:14]2[N:19]=[C:18]([C:20]3[CH:25]=[CH:24][N:23]=[C:22](F)[CH:21]=3)[CH:17]=[C:16]([CH2:27][OH:28])[CH:15]=2)[CH2:10][CH2:9]1)=[O:7])([CH3:4])([CH3:3])[CH3:2].[CH:29]1([NH2:35])[CH2:34][CH2:33][CH2:32][CH2:31][CH2:30]1. No catalyst specified. The product is [C:1]([O:5][C:6]([N:8]1[CH2:13][CH2:12][N:11]([C:14]2[N:19]=[C:18]([C:20]3[CH:25]=[CH:24][N:23]=[C:22]([NH:35][CH:29]4[CH2:34][CH2:33][CH2:32][CH2:31][CH2:30]4)[CH:21]=3)[CH:17]=[C:16]([CH2:27][OH:28])[CH:15]=2)[CH2:10][CH2:9]1)=[O:7])([CH3:4])([CH3:3])[CH3:2]. The yield is 0.540. (8) The reactants are [C:1]1([CH2:7][CH2:8][C:9]2[NH:13][N:12]=[C:11]([C:14]3[CH:19]=[CH:18][C:17]([C:20]([F:23])([F:22])[F:21])=[CH:16][CH:15]=3)[CH:10]=2)[CH:6]=[CH:5][CH:4]=[CH:3][CH:2]=1.[H-].[Na+].Cl[CH2:27][C:28]1[CH:47]=[CH:46][C:31]([CH2:32][O:33][C:34]2[CH:39]=[CH:38][C:37]([CH2:40][CH2:41][C:42]([O:44]C)=[O:43])=[CH:36][CH:35]=2)=[CH:30][CH:29]=1.Cl. The catalyst is CO.O1CCCC1.[OH-].[Na+].O.CN(C)C=O. The product is [C:1]1([CH2:7][CH2:8][C:9]2[N:13]([CH2:27][C:28]3[CH:47]=[CH:46][C:31]([CH2:32][O:33][C:34]4[CH:39]=[CH:38][C:37]([CH2:40][CH2:41][C:42]([OH:44])=[O:43])=[CH:36][CH:35]=4)=[CH:30][CH:29]=3)[N:12]=[C:11]([C:14]3[CH:15]=[CH:16][C:17]([C:20]([F:23])([F:22])[F:21])=[CH:18][CH:19]=3)[CH:10]=2)[CH:6]=[CH:5][CH:4]=[CH:3][CH:2]=1. The yield is 0.750. (9) The reactants are [CH2:1]([O:4][C:5]1[CH:6]=[C:7]([CH:12]=[CH:13][C:14]=1[CH:15]=[CH2:16])[C:8]([O:10][CH3:11])=[O:9])C=C. The catalyst is C(Cl)Cl.C1CCC(P(C2CCCCC2)C2CCCCC2)CC1.C1CCC(P(C2CCCCC2)C2CCCCC2)CC1.C1C=CC(C=[Ru](Cl)Cl)=CC=1. The product is [O:4]1[C:5]2[C:14](=[CH:13][CH:12]=[C:7]([C:8]([O:10][CH3:11])=[O:9])[CH:6]=2)[CH:15]=[CH:16][CH2:1]1. The yield is 0.640.